From a dataset of Forward reaction prediction with 1.9M reactions from USPTO patents (1976-2016). Predict the product of the given reaction. (1) Given the reactants Cl[C:2]1[N:7]=[C:6]([N:8]2[CH2:12][CH2:11][C@@H:10]([F:13])[CH2:9]2)[C:5]([N+:14]([O-:16])=[O:15])=[C:4]([CH3:17])[CH:3]=1.[CH2:18]1[CH2:24][O:23][CH2:22][CH2:21][NH:20][CH2:19]1.Cl, predict the reaction product. The product is: [F:13][C@@H:10]1[CH2:11][CH2:12][N:8]([C:6]2[N:7]=[C:2]([N:20]3[CH2:19][CH2:18][CH2:24][O:23][CH2:22][CH2:21]3)[CH:3]=[C:4]([CH3:17])[C:5]=2[N+:14]([O-:16])=[O:15])[CH2:9]1. (2) Given the reactants [H-].[Na+].[CH3:3][NH:4][C:5]([N:7]1[C:15]2[C:10](=[CH:11][C:12]([OH:16])=[CH:13][CH:14]=2)[CH2:9][CH2:8]1)=[O:6].[NH2:17][C:18]1[CH:23]=[C:22](Cl)[CH:21]=[CH:20][N:19]=1, predict the reaction product. The product is: [CH3:3][NH:4][C:5]([N:7]1[C:15]2[C:10](=[CH:11][C:12]([O:16][C:22]3[CH:21]=[CH:20][N:19]=[C:18]([NH2:17])[CH:23]=3)=[CH:13][CH:14]=2)[CH2:9][CH2:8]1)=[O:6]. (3) Given the reactants [NH2:1][C@H:2]([C:11]([OH:13])=[O:12])[CH2:3][C:4]1[CH:9]=[CH:8][C:7]([OH:10])=[CH:6][CH:5]=1.S(=O)(=O)(O)O.[CH2:19]([OH:23])[CH2:20][CH2:21][CH3:22], predict the reaction product. The product is: [C:19]([O:10][C:7]1[CH:6]=[CH:5][C:4]([CH2:3][C@@H:2]([C:11]([OH:13])=[O:12])[NH2:1])=[CH:9][CH:8]=1)(=[O:23])[CH2:20][CH2:21][CH3:22]. (4) The product is: [ClH:16].[CH2:2]1[C:3]2([CH2:8][CH2:7][NH:6][CH2:5][CH2:4]2)[CH2:1]1. Given the reactants [CH2:1]1[C:3]2([CH2:8][CH2:7][N:6](C(OC(C)(C)C)=O)[CH2:5][CH2:4]2)[CH2:2]1.[ClH:16].C(OCC)(=O)C, predict the reaction product. (5) Given the reactants [Cl:1][C:2]1[CH:7]=[CH:6][C:5]([C:8]2[C:9](=[O:24])[NH:10][N:11]=[CH:12][C:13]=2[C:14]2[CH:19]=[CH:18][C:17]([S:20]([CH3:23])(=[O:22])=[O:21])=[CH:16][CH:15]=2)=[CH:4][CH:3]=1.I[C:26]1[CH:27]=[C:28]([C:32]([F:35])([F:34])[F:33])[CH:29]=[CH:30][CH:31]=1.N, predict the reaction product. The product is: [F:33][C:32]([F:35])([F:34])[C:28]1[CH:27]=[C:26]([N:10]2[C:9](=[O:24])[C:8]([C:5]3[CH:6]=[CH:7][C:2]([Cl:1])=[CH:3][CH:4]=3)=[C:13]([C:14]3[CH:19]=[CH:18][C:17]([S:20]([CH3:23])(=[O:22])=[O:21])=[CH:16][CH:15]=3)[CH:12]=[N:11]2)[CH:31]=[CH:30][CH:29]=1. (6) Given the reactants [N+:1]([C:4]1[CH:17]=[CH:16][C:15]2[C:14]3[C:9](=[CH:10][CH:11]=[CH:12][CH:13]=3)[CH2:8][CH2:7][C:6]=2[CH:5]=1)([O-:3])=[O:2].ClC1C(=O)C(C#N)=C(C#N)C(=O)C=1Cl, predict the reaction product. The product is: [N+:1]([C:4]1[CH:17]=[CH:16][C:15]2[C:14]3[C:9](=[CH:10][CH:11]=[CH:12][CH:13]=3)[CH:8]=[CH:7][C:6]=2[CH:5]=1)([O-:3])=[O:2]. (7) The product is: [CH2:2]([S:48]([C:15]1[CH:20]=[C:19]([S:21][C:22]([F:23])([F:25])[F:24])[CH:18]=[CH:17][C:16]=1[C:26]1[N:41]([CH3:42])[C:29]2=[N:30][CH:31]=[C:32]([C:34]([F:40])([F:39])[C:35]([F:36])([F:37])[F:38])[CH:33]=[C:28]2[N:27]=1)(=[O:52])=[O:50])[CH3:11]. Given the reactants Cl[C:2]1C=C(C=C[CH:11]=1)C(OO)=O.C(S[C:15]1[CH:20]=[C:19]([S:21][C:22]([F:25])([F:24])[F:23])[CH:18]=[CH:17][C:16]=1[C:26]1[N:41]([CH3:42])[C:29]2=[N:30][CH:31]=[C:32]([C:34]([F:40])([F:39])[C:35]([F:38])([F:37])[F:36])[CH:33]=[C:28]2[N:27]=1)C.C(=O)(O)[O-].[Na+].[S:48]([O-:52])([O-])(=[O:50])=S.[Na+].[Na+], predict the reaction product. (8) Given the reactants O[Li].O.C([C:6]1([C:22]([O-:24])=[O:23])[CH2:21][N:9]2[CH2:10][CH2:11][N:12]([C:14]([O:16][C:17]([CH3:20])([CH3:19])[CH3:18])=[O:15])[CH2:13][C:8]2=[N:7]1)C, predict the reaction product. The product is: [C:17]([O:16][C:14]([N:12]1[CH2:11][CH2:10][N:9]2[CH:21]=[C:6]([C:22]([OH:24])=[O:23])[N:7]=[C:8]2[CH2:13]1)=[O:15])([CH3:20])([CH3:18])[CH3:19].